The task is: Predict which catalyst facilitates the given reaction.. This data is from Catalyst prediction with 721,799 reactions and 888 catalyst types from USPTO. (1) Reactant: [CH3:1][O:2][C:3](=[O:13])[CH2:4][O:5][C:6]1[CH:11]=[CH:10][C:9]([NH2:12])=[CH:8][CH:7]=1.C(N(CC)CC)C.Cl[C:22](Cl)([O:24]C(=O)OC(Cl)(Cl)Cl)Cl. Product: [CH3:1][O:2][C:3](=[O:13])[CH2:4][O:5][C:6]1[CH:11]=[CH:10][C:9]([N:12]=[C:22]=[O:24])=[CH:8][CH:7]=1. The catalyst class is: 11. (2) Reactant: Cl[CH2:2][C:3]1[N:7]([C:8]2[CH:15]=[CH:14][C:11]([C:12]#[N:13])=[C:10]([C:16]([F:19])([F:18])[F:17])[CH:9]=2)[N:6]=[N:5][N:4]=1.[CH3:20][CH:21]1[NH:26][CH:25]([CH3:27])[CH2:24][N:23]([S:28]([CH3:31])(=[O:30])=[O:29])[CH2:22]1.C(N(CC)CC)C. Product: [CH3:20][C@H:21]1[CH2:22][N:23]([S:28]([CH3:31])(=[O:30])=[O:29])[CH2:24][C@@H:25]([CH3:27])[N:26]1[CH2:2][C:3]1[N:7]([C:8]2[CH:15]=[CH:14][C:11]([C:12]#[N:13])=[C:10]([C:16]([F:19])([F:18])[F:17])[CH:9]=2)[N:6]=[N:5][N:4]=1. The catalyst class is: 10. (3) Reactant: [NH2:1][C@H:2]([C:13]([NH2:15])=[O:14])[CH2:3][C:4]1[C:12]2[C:7](=[CH:8][CH:9]=[CH:10][CH:11]=2)[NH:6][CH:5]=1.[CH3:16][C:17]([O:20][C:21]([NH:23][C@H:24]([C:46]([OH:48])=[O:47])[CH2:25][S:26][C:27]([C:40]1[CH:45]=[CH:44][CH:43]=[CH:42][CH:41]=1)([C:34]1[CH:39]=[CH:38][CH:37]=[CH:36][CH:35]=1)[C:28]1[CH:33]=[CH:32][CH:31]=[CH:30][CH:29]=1)=[O:22])([CH3:19])[CH3:18].O.ON1C2C=CC=CC=2N=N1.C1(N=C=NC2CCCCC2)CCCCC1. Product: [CH3:19][C:17]([O:20][C:21]([NH:23][C@@H:24]([C:46]([OH:48])=[O:47])[CH2:25][S:26][C:27]([C:34]1[CH:39]=[CH:38][CH:37]=[CH:36][CH:35]=1)([C:40]1[CH:41]=[CH:42][CH:43]=[CH:44][CH:45]=1)[C:28]1[CH:33]=[CH:32][CH:31]=[CH:30][CH:29]=1)=[O:22])([CH3:16])[CH3:18].[CH:10]1[CH:9]=[CH:8][C:7]2[NH:6][CH:5]=[C:4]([CH2:3][C@H:2]([NH2:1])[C:13]([NH2:15])=[O:14])[C:12]=2[CH:11]=1. The catalyst class is: 362. (4) Reactant: Cl[C:2]1[N:7]=[C:6]([Cl:8])[CH:5]=[CH:4][N:3]=1.C[N:10]1[CH2:15][CH2:14][CH2:13][CH2:12][CH2:11]1. Product: [Cl:8][C:6]1[CH:5]=[CH:4][N:3]=[C:2]([N:10]2[CH2:15][CH2:14][CH2:13][CH2:12][CH2:11]2)[N:7]=1. The catalyst class is: 12. (5) Reactant: [Cl:1][C:2]1[C:3]([O:12][C:13]2[CH:18]=[C:17]([O:19][CH2:20][CH2:21][O:22][CH3:23])[CH:16]=[CH:15][C:14]=2/[CH:24]=[CH:25]/[C:26](O)=[O:27])=[N:4][CH:5]=[C:6]([C:8]([F:11])([F:10])[F:9])[CH:7]=1.Cl.C(N=C=NCCCN(C)C)C.[F:41][C:42]([F:54])([F:53])[C:43]1[CH:48]=[CH:47][C:46]([S:49]([NH2:52])(=[O:51])=[O:50])=[CH:45][CH:44]=1.Cl. Product: [Cl:1][C:2]1[C:3]([O:12][C:13]2[CH:18]=[C:17]([O:19][CH2:20][CH2:21][O:22][CH3:23])[CH:16]=[CH:15][C:14]=2/[CH:24]=[CH:25]/[C:26]([NH:52][S:49]([C:46]2[CH:45]=[CH:44][C:43]([C:42]([F:41])([F:54])[F:53])=[CH:48][CH:47]=2)(=[O:50])=[O:51])=[O:27])=[N:4][CH:5]=[C:6]([C:8]([F:11])([F:9])[F:10])[CH:7]=1. The catalyst class is: 766. (6) Reactant: [CH2:1]([S:3]([C:6]1[CH:7]=[C:8]2[C:12](=[CH:13][CH:14]=1)[NH:11][C:10](=[O:15])[CH2:9]2)(=[O:5])=[O:4])[CH3:2].[OH:16][CH2:17][CH2:18][CH2:19][C:20]1[C:21]2[CH2:31][CH2:30][CH2:29][CH2:28][CH2:27][C:22]=2[NH:23][C:24]=1[CH:25]=O.N1CCCCC1. Product: [CH2:1]([S:3]([C:6]1[CH:7]=[C:8]2[C:12](=[CH:13][CH:14]=1)[NH:11][C:10](=[O:15])/[C:9]/2=[CH:25]\[C:24]1[NH:23][C:22]2[CH2:27][CH2:28][CH2:29][CH2:30][CH2:31][C:21]=2[C:20]=1[CH2:19][CH2:18][CH2:17][OH:16])(=[O:4])=[O:5])[CH3:2]. The catalyst class is: 8. (7) Reactant: CCN=C=NCCCN(C)C.C1C=CC2N(O)N=NC=2C=1.CCN(C(C)C)C(C)C.[CH:31]1([C:34]([NH:36][C:37]2[N:54]=[C:40]3[CH:41]=[CH:42][CH:43]=[C:44]([C:45]4[CH:53]=[CH:52][C:48]([C:49](O)=[O:50])=[CH:47][CH:46]=4)[N:39]3[N:38]=2)=[O:35])[CH2:33][CH2:32]1.Cl.[CH3:56][C:57]1([CH3:61])[CH2:60][NH:59][CH2:58]1. Product: [CH3:56][C:57]1([CH3:61])[CH2:60][N:59]([C:49]([C:48]2[CH:47]=[CH:46][C:45]([C:44]3[N:39]4[N:38]=[C:37]([NH:36][C:34]([CH:31]5[CH2:33][CH2:32]5)=[O:35])[N:54]=[C:40]4[CH:41]=[CH:42][CH:43]=3)=[CH:53][CH:52]=2)=[O:50])[CH2:58]1. The catalyst class is: 34. (8) Reactant: [C:1]([O:5][C:6]([NH:8][CH:9]1[CH2:17][C:16]2[C:11](=[CH:12][CH:13]=[CH:14][CH:15]=2)[CH2:10]1)=[O:7])([CH3:4])([CH3:3])[CH3:2].[H-].[Na+].I[CH3:21]. Product: [C:1]([O:5][C:6]([N:8]([CH:9]1[CH2:17][C:16]2[C:11](=[CH:12][CH:13]=[CH:14][CH:15]=2)[CH2:10]1)[CH3:21])=[O:7])([CH3:4])([CH3:2])[CH3:3]. The catalyst class is: 3.